Dataset: Full USPTO retrosynthesis dataset with 1.9M reactions from patents (1976-2016). Task: Predict the reactants needed to synthesize the given product. Given the product [F:19][C:7]1[CH:8]=[C:9]2[C:14]3=[C:5]([N:4]=[C:3]([CH2:2][N:30]4[CH2:31][CH2:32][CH:27]([C:24]5[CH:23]=[CH:22][C:21]([F:20])=[CH:26][CH:25]=5)[CH2:28][CH2:29]4)[N:13]3[CH2:12][CH2:11][C:10]2([O:17][CH3:18])[O:15][CH3:16])[CH:6]=1, predict the reactants needed to synthesize it. The reactants are: Cl[CH2:2][C:3]1[N:13]2[C:14]3[C:9]([C:10]([O:17][CH3:18])([O:15][CH3:16])[CH2:11][CH2:12]2)=[CH:8][C:7]([F:19])=[CH:6][C:5]=3[N:4]=1.[F:20][C:21]1[CH:26]=[CH:25][C:24]([CH:27]2[CH2:32][CH2:31][NH:30][CH2:29][CH2:28]2)=[CH:23][CH:22]=1.C(=O)([O-])[O-].[K+].[K+].